Dataset: hERG Central: cardiac toxicity at 1µM, 10µM, and general inhibition. Task: Predict hERG channel inhibition at various concentrations. Results: hERG_inhib (hERG inhibition (general)): blocker. The molecule is CCOc1ccc(-n2c(SCc3nc(-c4cccs4)no3)nnc2-c2ccncc2)cc1.